This data is from Reaction yield outcomes from USPTO patents with 853,638 reactions. The task is: Predict the reaction yield, written as a fraction of the theoretical maximum amount of product (1.0 means a 100% yield; for example, 0.34 means a 34% yield). The reactants are C([O:3][C:4](=[O:33])[CH2:5][C:6]1[C:14]2[C:9](=[CH:10][C:11]([C:15]3[CH:20]=[C:19]([NH2:21])[CH:18]=[C:17]([NH2:22])[CH:16]=3)=[CH:12][CH:13]=2)[N:8]([CH2:23][C:24]2[S:25][C:26]3[CH:32]=[CH:31][CH:30]=[CH:29][C:27]=3[N:28]=2)[CH:7]=1)C.[OH-].[Na+]. The catalyst is CCO. The product is [S:25]1[C:26]2[CH:32]=[CH:31][CH:30]=[CH:29][C:27]=2[N:28]=[C:24]1[CH2:23][N:8]1[C:9]2[C:14](=[CH:13][CH:12]=[C:11]([C:15]3[CH:20]=[C:19]([NH2:21])[CH:18]=[C:17]([NH2:22])[CH:16]=3)[CH:10]=2)[C:6]([CH2:5][C:4]([OH:33])=[O:3])=[CH:7]1. The yield is 0.110.